Dataset: Forward reaction prediction with 1.9M reactions from USPTO patents (1976-2016). Task: Predict the product of the given reaction. (1) Given the reactants [NH2:1][C@@H:2]([C:7]([OH:9])=[O:8])[CH2:3][CH2:4][CH2:5]N.CC(S[C@@H:14]1O[C@H](CO)[C@H:17](O)[C@H:16](O)[C@H:15]1O)C.O=C[C@H]([C@@H]([C@@H](CO)O)O)O.[NH2:35][C:36](N)=O.S[CH2:40][CH2:41][OH:42].CCCCCCCCCCCCOS([O-])(=O)=O.[Na+].C(O)C([NH2:67])(CO)CO.Cl, predict the reaction product. The product is: [NH2:1][C@H:2]([C:7]([OH:9])=[O:8])[CH2:3][CH2:4][CH2:5][CH2:36][NH:35][C:41](=[O:42])[C@@H:40]1[N:67]=[CH:17][CH2:16][C@H:15]1[CH3:14]. (2) Given the reactants [Br:1][C:2]1[CH:3]=[CH:4][C:5]2[O:9][C:8]([C:10]3[CH:11]=[C:12]([NH2:17])[CH:13]=[CH:14][C:15]=3[Cl:16])=[N:7][C:6]=2[CH:18]=1.[Cl:19][C:20]1[CH:28]=[CH:27][C:26]([Cl:29])=[CH:25][C:21]=1[C:22](Cl)=[O:23], predict the reaction product. The product is: [Br:1][C:2]1[CH:3]=[CH:4][C:5]2[O:9][C:8]([C:10]3[CH:11]=[C:12]([NH:17][C:22](=[O:23])[C:21]4[CH:25]=[C:26]([Cl:29])[CH:27]=[CH:28][C:20]=4[Cl:19])[CH:13]=[CH:14][C:15]=3[Cl:16])=[N:7][C:6]=2[CH:18]=1. (3) Given the reactants [NH2:1][C:2]1[N:6]2[CH2:7][C:8]([F:12])([F:11])[CH2:9][N:10]=[C:5]2[C:4]([C:20]2[CH:21]=[C:22]([CH:28]=[CH:29][CH:30]=2)[C:23]([N:25]([CH3:27])[CH3:26])=[O:24])([C:13]2[CH:18]=[CH:17][CH:16]=[C:15](Br)[CH:14]=2)[N:3]=1.[F:31][C:32]1[C:37](B(O)O)=[CH:36][CH:35]=[CH:34][N:33]=1.C(=O)([O-])[O-].[Cs+].[Cs+], predict the reaction product. The product is: [NH2:1][C:2]1[N:6]2[CH2:7][C:8]([F:12])([F:11])[CH2:9][N:10]=[C:5]2[C:4]([C:20]2[CH:21]=[C:22]([CH:28]=[CH:29][CH:30]=2)[C:23]([N:25]([CH3:27])[CH3:26])=[O:24])([C:13]2[CH:18]=[CH:17][CH:16]=[C:15]([C:37]3[C:32]([F:31])=[N:33][CH:34]=[CH:35][CH:36]=3)[CH:14]=2)[N:3]=1. (4) Given the reactants [NH:1]1[C:9]2[CH2:8][CH2:7][CH2:6][CH2:5][C:4]=2[C:3]([C:10]([OH:12])=[O:11])=[N:2]1.[Br:13][C:14]1[CH:21]=[C:20](F)[CH:19]=[CH:18][C:15]=1[C:16]#[N:17], predict the reaction product. The product is: [Br:13][C:14]1[CH:21]=[C:20]([N:1]2[C:9]3[CH2:8][CH2:7][CH2:6][CH2:5][C:4]=3[C:3]([C:10]([OH:12])=[O:11])=[N:2]2)[CH:19]=[CH:18][C:15]=1[C:16]#[N:17]. (5) Given the reactants [F:1][C:2]1[C:3]([CH3:20])=[C:4]([C:8]2([C:16]([O:18][CH3:19])=[O:17])[CH2:14][CH2:13][CH2:12][C:11](=[O:15])[CH2:10][CH2:9]2)[CH:5]=[CH:6][CH:7]=1.[CH2:21]1COCC1.C[Si]([N-][Si](C)(C)C)(C)C.[Na+].ClC1C=CC(N([S:44]([C:47](F)([F:50])[F:48])(=[O:46])=[O:45])[S:44]([C:47]([F:50])(F)[F:48])(=[O:46])=[O:45])=NC=1, predict the reaction product. The product is: [F:48][C:47]([S:44]([O:15][C:11]1[CH2:10][CH2:9][C:8]([C:4]2[CH:5]=[CH:6][CH:7]=[C:2]([F:1])[C:3]=2[CH3:20])([C:16]([O:18][CH3:19])=[O:17])[CH2:14][CH2:13][CH:12]=1)(=[O:46])=[O:45])([F:50])[CH3:21]. (6) Given the reactants CCN=C=NCCCN(C)C.C1C=CC2N(O)N=NC=2C=1.Cl.Cl.[CH3:24][C:25]1[N:29]2[C:30](=[O:39])[N:31]([CH:33]3[CH2:38][CH2:37][NH:36][CH2:35][CH2:34]3)[CH2:32][C:28]2=[CH:27][N:26]=1.[Cl:40][C:41]1[CH:50]=[C:49]2[C:44]([CH:45]=[C:46]([S:51]([CH2:54][CH2:55][C:56](O)=[O:57])(=[O:53])=[O:52])[CH2:47][O:48]2)=[CH:43][CH:42]=1, predict the reaction product. The product is: [Cl:40][C:41]1[CH:50]=[C:49]2[C:44]([CH:45]=[C:46]([S:51]([CH2:54][CH2:55][C:56]([N:36]3[CH2:37][CH2:38][CH:33]([N:31]4[CH2:32][C:28]5=[CH:27][N:26]=[C:25]([CH3:24])[N:29]5[C:30]4=[O:39])[CH2:34][CH2:35]3)=[O:57])(=[O:52])=[O:53])[CH2:47][O:48]2)=[CH:43][CH:42]=1. (7) Given the reactants [ClH:1].Cl.N1(C2CCCCC2(CCC2C=CC(OCC3C=CC=CC=3C(F)(F)F)=CC=2)O)CCNCC1.[OH:36][C:37]1([CH:43]([C:59]2[CH:64]=[CH:63][C:62]([O:65][CH2:66][C:67]3[CH:72]=[CH:71][CH:70]=[CH:69][C:68]=3[C:73]([F:76])([F:75])[F:74])=[CH:61][CH:60]=2)[C:44]([N:46]2[CH2:51][CH2:50][N:49](C(OC(C)(C)C)=O)[CH2:48][CH2:47]2)=O)[CH2:42][CH2:41][CH2:40][CH2:39][CH2:38]1, predict the reaction product. The product is: [ClH:1].[ClH:1].[N:46]1([CH2:44][CH:43]([C:37]2([OH:36])[CH2:42][CH2:41][CH2:40][CH2:39][CH2:38]2)[C:59]2[CH:64]=[CH:63][C:62]([O:65][CH2:66][C:67]3[CH:72]=[CH:71][CH:70]=[CH:69][C:68]=3[C:73]([F:76])([F:75])[F:74])=[CH:61][CH:60]=2)[CH2:51][CH2:50][NH:49][CH2:48][CH2:47]1.